This data is from Reaction yield outcomes from USPTO patents with 853,638 reactions. The task is: Predict the reaction yield, written as a fraction of the theoretical maximum amount of product (1.0 means a 100% yield; for example, 0.34 means a 34% yield). (1) The reactants are Cl.[CH3:2][N:3]1[CH:7]=[C:6]([C:8]2[N:13]=[C:12]([C:14]3[CH:15]=[N:16][N:17]([C:19]4([CH2:23][C:24]#[N:25])[CH2:22][NH:21][CH2:20]4)[CH:18]=3)[N:11]3[CH:26]=[CH:27][N:28]=[C:10]3[CH:9]=2)[CH:5]=[N:4]1.C(#N)C.C(N(CC)CC)C.FC(F)(F)S(O[CH2:45][C:46]([F:52])([F:51])[C:47]([F:50])([F:49])[F:48])(=O)=O. No catalyst specified. The product is [CH3:2][N:3]1[CH:7]=[C:6]([C:8]2[N:13]=[C:12]([C:14]3[CH:15]=[N:16][N:17]([C:19]4([CH2:23][C:24]#[N:25])[CH2:22][N:21]([CH2:45][C:46]([F:52])([F:51])[C:47]([F:50])([F:49])[F:48])[CH2:20]4)[CH:18]=3)[N:11]3[CH:26]=[CH:27][N:28]=[C:10]3[CH:9]=2)[CH:5]=[N:4]1. The yield is 0.0590. (2) The reactants are [OH:1][C:2]1[CH:10]=[CH:9][C:8]([C:11]2[S:12][CH:13]=[CH:14][CH:15]=2)=[CH:7][C:3]=1[C:4]([OH:6])=O.[CH2:16]([O:18][C:19]([C:21]1[S:25][C:24]([NH2:26])=[N:23][C:22]=1[C:27]1[CH:32]=[CH:31][CH:30]=[CH:29][CH:28]=1)=[O:20])[CH3:17]. No catalyst specified. The product is [CH2:16]([O:18][C:19]([C:21]1[S:25][C:24]([NH:26][C:4](=[O:6])[C:3]2[CH:7]=[C:8]([C:11]3[S:12][CH:13]=[CH:14][CH:15]=3)[CH:9]=[CH:10][C:2]=2[OH:1])=[N:23][C:22]=1[C:27]1[CH:32]=[CH:31][CH:30]=[CH:29][CH:28]=1)=[O:20])[CH3:17]. The yield is 0.582. (3) The reactants are [S:1]1[CH:5]=[CH:4][CH:3]=[C:2]1[N:6]([C:8]([O:10][C:11]([CH3:14])([CH3:13])[CH3:12])=[O:9])[NH2:7].C(N(CC)CC)C.[Cl:22][C:23]1[CH:31]=[CH:30][C:26]([C:27](Cl)=[O:28])=[CH:25][CH:24]=1. The catalyst is C1COCC1. The product is [Cl:22][C:23]1[CH:31]=[CH:30][C:26]([C:27]([NH:7][N:6]([C:2]2[S:1][CH:5]=[CH:4][CH:3]=2)[C:8]([O:10][C:11]([CH3:14])([CH3:13])[CH3:12])=[O:9])=[O:28])=[CH:25][CH:24]=1. The yield is 0.770. (4) The catalyst is C1(C)C=CC=CC=1.C(OCC)(=O)C. The reactants are [CH3:1][O:2][C:3]1[CH:4]=[C:5]([CH:9]=[CH:10][C:11]=1[O:12][CH3:13])[CH2:6][CH2:7][NH2:8].[F:14][C:15]([F:28])([F:27])[C:16]1[CH:26]=[CH:25][C:19]([CH2:20][CH2:21][C:22](O)=[O:23])=[CH:18][CH:17]=1. The yield is 0.700. The product is [CH3:1][O:2][C:3]1[CH:4]=[C:5]([CH:9]=[CH:10][C:11]=1[O:12][CH3:13])[CH2:6][CH2:7][NH:8][C:22](=[O:23])[CH2:21][CH2:20][C:19]1[CH:18]=[CH:17][C:16]([C:15]([F:27])([F:28])[F:14])=[CH:26][CH:25]=1. (5) The reactants are [NH2:1][CH2:2][C:3]1[CH:7]=[CH:6][S:5][C:4]=1[C:8]([O:10]C)=O.C(=O)([O-])[O-].[K+].[K+]. The catalyst is CO. The product is [S:5]1[C:4]2[C:8](=[O:10])[NH:1][CH2:2][C:3]=2[CH:7]=[CH:6]1. The yield is 0.620. (6) The reactants are [CH3:1][O:2][C:3]1[CH:4]=[C:5]([OH:9])[CH:6]=[CH:7][CH:8]=1.[H-].[Na+].[Cl:12][C:13]1[CH:18]=[C:17]([N+]([O-])=O)[CH:16]=[CH:15][N:14]=1. No catalyst specified. The product is [Cl:12][C:13]1[CH:18]=[C:17]([O:9][C:5]2[CH:6]=[CH:7][CH:8]=[C:3]([O:2][CH3:1])[CH:4]=2)[CH:16]=[CH:15][N:14]=1. The yield is 0.951. (7) The reactants are Cl.[CH2:2]([N:9]1[CH2:14][CH2:13][CH2:12][C:11](=O)[CH2:10]1)[C:3]1[CH:8]=[CH:7][CH:6]=[CH:5][CH:4]=1.[NH:16]([C:18]([O:20][C:21]([CH3:24])([CH3:23])[CH3:22])=[O:19])[NH2:17].CC(O)=O.[BH3-]C#N.[Na+]. The catalyst is ClCCCl. The product is [CH2:2]([N:9]1[CH2:14][CH2:13][CH2:12][CH:11]([NH:17][NH:16][C:18]([O:20][C:21]([CH3:24])([CH3:23])[CH3:22])=[O:19])[CH2:10]1)[C:3]1[CH:8]=[CH:7][CH:6]=[CH:5][CH:4]=1. The yield is 1.00.